Dataset: Peptide-MHC class II binding affinity with 134,281 pairs from IEDB. Task: Regression. Given a peptide amino acid sequence and an MHC pseudo amino acid sequence, predict their binding affinity value. This is MHC class II binding data. (1) The peptide sequence is NLDVYDWSIPDDLLA. The MHC is DRB5_0101 with pseudo-sequence DRB5_0101. The binding affinity (normalized) is 0.339. (2) The peptide sequence is LVNSIQRRTLDLLKY. The MHC is DRB1_0101 with pseudo-sequence DRB1_0101. The binding affinity (normalized) is 0.217. (3) The MHC is HLA-DPA10103-DPB10401 with pseudo-sequence HLA-DPA10103-DPB10401. The peptide sequence is AAATAGTTVYGRFAA. The binding affinity (normalized) is 0.167.